From a dataset of Reaction yield outcomes from USPTO patents with 853,638 reactions. Predict the reaction yield, written as a fraction of the theoretical maximum amount of product (1.0 means a 100% yield; for example, 0.34 means a 34% yield). (1) The reactants are Br[C:2]1[C:6]2[C:7]([NH2:12])=[N:8][CH:9]=[C:10](I)[C:5]=2[S:4][CH:3]=1.[CH2:13]([O:16][C:17]1[CH:22]=[CH:21][CH:20]=[CH:19][CH:18]=1)[C:14]#[CH:15].[CH:23]1[CH:28]=CC(P(C2C=CC=CC=2)C2C=CC=CC=2)=C[CH:24]=1.CC[N:44]([CH2:47]C)CC.C[O:50]CCOC.O.C(O)C. The catalyst is Cl[Pd](Cl)([P](C1C=CC=CC=1)(C1C=CC=CC=1)C1C=CC=CC=1)[P](C1C=CC=CC=1)(C1C=CC=CC=1)C1C=CC=CC=1.[Cu]I. The product is [NH2:12][C:7]1[C:6]2[C:2]([C:15]#[C:14][CH2:13][O:16][C:17]3[CH:22]=[CH:21][CH:20]=[CH:19][CH:18]=3)=[CH:3][S:4][C:5]=2[C:10](/[CH:24]=[CH:23]/[C:28]([NH:44][CH3:47])=[O:50])=[CH:9][N:8]=1. The yield is 0.270. (2) The reactants are [CH:1]([C:3]1[CH:4]=[CH:5][C:6]([OH:13])=[C:7]([CH:12]=1)[C:8]([O:10][CH3:11])=[O:9])=[O:2].[C:14](=O)([O-])[O-].[K+].[K+].IC.Cl. The catalyst is C(#N)C.CCOC(C)=O. The product is [CH:1]([C:3]1[CH:4]=[CH:5][C:6]([O:13][CH3:14])=[C:7]([CH:12]=1)[C:8]([O:10][CH3:11])=[O:9])=[O:2]. The yield is 0.650. (3) The product is [NH2:21][C:19]1[N:18]=[CH:17][N:16]=[C:15]2[N:14]([CH2:22][C@H:23]3[CH2:27][CH2:26][CH2:25][N:24]3[C:35](=[O:36])[CH2:34][C:32]#[N:33])[N:13]=[C:12]([C:9]3[CH:8]=[CH:7][C:6]([O:5][C:4]4[CH:28]=[C:29]([F:31])[CH:30]=[C:2]([F:1])[CH:3]=4)=[CH:11][CH:10]=3)[C:20]=12. The reactants are [F:1][C:2]1[CH:3]=[C:4]([CH:28]=[C:29]([F:31])[CH:30]=1)[O:5][C:6]1[CH:11]=[CH:10][C:9]([C:12]2[C:20]3[C:15](=[N:16][CH:17]=[N:18][C:19]=3[NH2:21])[N:14]([CH2:22][C@H:23]3[CH2:27][CH2:26][CH2:25][NH:24]3)[N:13]=2)=[CH:8][CH:7]=1.[C:32]([CH2:34][C:35](O)=[O:36])#[N:33].CN(C(ON1N=NC2C=CC=NC1=2)=[N+](C)C)C.F[P-](F)(F)(F)(F)F.C(N(CC)CC)C. The yield is 0.470. The catalyst is CN(C)C=O. (4) The reactants are [F:1][C:2]1[CH:28]=[C:27]([NH:29][C:30]([C:32]2([C:35](=[O:44])[NH:36][C:37]3[CH:42]=[CH:41][C:40]([F:43])=[CH:39][CH:38]=3)[CH2:34][CH2:33]2)=[O:31])[CH:26]=[CH:25][C:3]=1[O:4][C:5]1[C:6]2[CH:13]=[C:12]([C:14](O)=[O:15])[N:11]([CH2:17][O:18][CH2:19][CH2:20][Si:21]([CH3:24])([CH3:23])[CH3:22])[C:7]=2[N:8]=[CH:9][N:10]=1.[N:45]1([CH2:51][CH2:52][NH2:53])[CH2:50][CH2:49][O:48][CH2:47][CH2:46]1.CN(C(ON1N=NC2C=CC=NC1=2)=[N+](C)C)C.F[P-](F)(F)(F)(F)F.CN(C=O)C. The catalyst is C(OCC)(=O)C. The product is [F:43][C:40]1[CH:41]=[CH:42][C:37]([NH:36][C:35]([C:32]2([C:30]([NH:29][C:27]3[CH:26]=[CH:25][C:3]([O:4][C:5]4[C:6]5[CH:13]=[C:12]([C:14](=[O:15])[NH:53][CH2:52][CH2:51][N:45]6[CH2:50][CH2:49][O:48][CH2:47][CH2:46]6)[N:11]([CH2:17][O:18][CH2:19][CH2:20][Si:21]([CH3:23])([CH3:22])[CH3:24])[C:7]=5[N:8]=[CH:9][N:10]=4)=[C:2]([F:1])[CH:28]=3)=[O:31])[CH2:33][CH2:34]2)=[O:44])=[CH:38][CH:39]=1. The yield is 0.830. (5) The reactants are [NH2:1][C:2]1[CH:9]=[C:8]([CH3:10])[C:5]([C:6]#[N:7])=[C:4]([CH3:11])[N:3]=1.[C:12](N1C=CC=CC1=O)(N1C=CC=CC1=O)=[S:13]. The catalyst is ClCCl. The product is [N:1]([C:2]1[CH:9]=[C:8]([CH3:10])[C:5]([C:6]#[N:7])=[C:4]([CH3:11])[N:3]=1)=[C:12]=[S:13]. The yield is 0.830. (6) The reactants are Br[C:2]1[CH:7]=[CH:6][CH:5]=[CH:4][N:3]=1.[Li]CCCC.Br[C:14]1[CH:15]=[C:16]([CH:19]=[CH:20][CH:21]=1)[CH:17]=[O:18].Cl. The catalyst is [Cl-].[Cl-].[Zn+2].C1C=CC([P]([Pd]([P](C2C=CC=CC=2)(C2C=CC=CC=2)C2C=CC=CC=2)([P](C2C=CC=CC=2)(C2C=CC=CC=2)C2C=CC=CC=2)[P](C2C=CC=CC=2)(C2C=CC=CC=2)C2C=CC=CC=2)(C2C=CC=CC=2)C2C=CC=CC=2)=CC=1.C1COCC1. The product is [N:3]1[CH:4]=[CH:5][CH:6]=[CH:7][C:2]=1[C:14]1[CH:15]=[C:16]([CH:19]=[CH:20][CH:21]=1)[CH:17]=[O:18]. The yield is 0.380. (7) The reactants are [CH3:1][C:2]1([C:12]#[N:13])[CH2:11][CH2:10][C:5]2(OCC[O:6]2)[CH2:4][CH2:3]1.[OH-].[Na+]. The catalyst is C1COCC1.Cl. The product is [CH3:1][C:2]1([C:12]#[N:13])[CH2:11][CH2:10][C:5](=[O:6])[CH2:4][CH2:3]1. The yield is 0.730.